Dataset: Catalyst prediction with 721,799 reactions and 888 catalyst types from USPTO. Task: Predict which catalyst facilitates the given reaction. (1) Reactant: [CH3:1][Si](C=[N+]=[N-])(C)C.[OH:8][C:9]1[C:14]2[CH2:15][O:16][C@:17]3([CH3:29])[C@H:21]([C:13]=2[CH:12]=[CH:11][CH:10]=1)[CH2:20][N:19]([C:22]([O:24][C:25]([CH3:28])([CH3:27])[CH3:26])=[O:23])[CH2:18]3.CCN(C(C)C)C(C)C. Product: [CH3:1][O:8][C:9]1[C:14]2[CH2:15][O:16][C@:17]3([CH3:29])[C@H:21]([C:13]=2[CH:12]=[CH:11][CH:10]=1)[CH2:20][N:19]([C:22]([O:24][C:25]([CH3:28])([CH3:27])[CH3:26])=[O:23])[CH2:18]3. The catalyst class is: 449. (2) Product: [OH:1][C:2]([C:32]1[CH:33]=[CH:34][CH:35]=[CH:36][CH:37]=1)([C:26]1[CH:27]=[CH:28][CH:29]=[CH:30][CH:31]=1)[CH:3]1[CH2:8][CH2:7][N:6]([CH2:9][CH2:10][CH2:11][CH:12]([C:14]2[CH:19]=[CH:18][C:17]([C:20]([CH3:25])([CH3:24])[C:21]([OH:23])=[O:22])=[CH:16][CH:15]=2)[OH:13])[CH2:5][CH2:4]1. Reactant: [OH:1][C:2]([C:32]1[CH:37]=[CH:36][CH:35]=[CH:34][CH:33]=1)([C:26]1[CH:31]=[CH:30][CH:29]=[CH:28][CH:27]=1)[CH:3]1[CH2:8][CH2:7][N:6]([CH2:9][CH2:10][CH2:11][C:12]([C:14]2[CH:19]=[CH:18][C:17]([C:20]([CH3:25])([CH3:24])[C:21]([OH:23])=[O:22])=[CH:16][CH:15]=2)=[O:13])[CH2:5][CH2:4]1.[BH4-].[Na+]. The catalyst class is: 5. (3) Reactant: [CH:1]1([S:4]([C:7]2[CH:12]=[C:11]([N+:13]([O-])=O)[CH:10]=[C:9]([O:16][CH3:17])[CH:8]=2)(=[O:6])=[O:5])[CH2:3][CH2:2]1.[Cl-].[NH4+]. Product: [CH:1]1([S:4]([C:7]2[CH:12]=[C:11]([CH:10]=[C:9]([O:16][CH3:17])[CH:8]=2)[NH2:13])(=[O:6])=[O:5])[CH2:3][CH2:2]1. The catalyst class is: 190. (4) Reactant: S(=O)(=O)(O)[OH:2].[Cl:6][C:7]1[CH:22]=[C:21]([Cl:23])[C:20]([O:24]CC2C=CC(OC)=CC=2)=[CH:19][C:8]=1[O:9][C:10]1[N:14]([CH3:15])[N:13]=[C:12]([CH3:16])[C:11]=1[C:17]#[CH:18]. Product: [Cl:6][C:7]1[CH:22]=[C:21]([Cl:23])[C:20]([OH:24])=[CH:19][C:8]=1[O:9][C:10]1[N:14]([CH3:15])[N:13]=[C:12]([CH3:16])[C:11]=1[C:17](=[O:2])[CH3:18]. The catalyst class is: 7.